From a dataset of Forward reaction prediction with 1.9M reactions from USPTO patents (1976-2016). Predict the product of the given reaction. The product is: [O:31]=[C:12]1[C:11]2([C:3]3=[CH:4][C:5]4[O:9][CH2:8][O:7][C:6]=4[CH:10]=[C:2]3[O:1][CH2:32]2)[C:19]2[C:14](=[CH:15][CH:16]=[CH:17][CH:18]=2)[N:13]1[CH2:20][C:21]1[CH:22]=[C:23]([CH:28]=[CH:29][CH:30]=1)[C:24]([O:26][CH3:27])=[O:25]. Given the reactants [OH:1][C:2]1[C:3]([C:11]2([CH2:32]O)[C:19]3[C:14](=[CH:15][CH:16]=[CH:17][CH:18]=3)[N:13]([CH2:20][C:21]3[CH:22]=[C:23]([CH:28]=[CH:29][CH:30]=3)[C:24]([O:26][CH3:27])=[O:25])[C:12]2=[O:31])=[CH:4][C:5]2[O:9][CH2:8][O:7][C:6]=2[CH:10]=1.C1(CCN2C3C(=CC=CC=3)C(C3C(O)=CC4OCOC=4C=3)(CO)C2=O)CC1, predict the reaction product.